Dataset: Reaction yield outcomes from USPTO patents with 853,638 reactions. Task: Predict the reaction yield, written as a fraction of the theoretical maximum amount of product (1.0 means a 100% yield; for example, 0.34 means a 34% yield). (1) The reactants are [N:1]1([C:7]2[CH:8]=[N:9][C:10]([NH:13][CH:14]=O)=[CH:11][CH:12]=2)[CH2:6][CH2:5][CH2:4][CH2:3][CH2:2]1.C[Si](C)(C)[N-][Si](C)(C)C.[Li+].C1COCC1.[CH2:31]([N:38]1[CH2:47][C:46]2[C:41](=[N:42]C(S(C)(=O)=O)=[N:44][CH:45]=2)[N:40]([CH:52]2[CH2:56][CH2:55][CH2:54][CH2:53]2)[C:39]1=[O:57])[C:32]1[CH:37]=[CH:36][CH:35]=[CH:34][CH:33]=1. The catalyst is C1(C)C=CC=CC=1.ClCCl.CO. The product is [CH2:31]([N:38]1[CH2:47][C:46]2[C:41](=[N:42][C:14]([NH:13][C:10]3[N:9]=[CH:8][C:7]([N:1]4[CH2:2][CH2:3][CH2:4][CH2:5][CH2:6]4)=[CH:12][CH:11]=3)=[N:44][CH:45]=2)[N:40]([CH:52]2[CH2:53][CH2:54][CH2:55][CH2:56]2)[C:39]1=[O:57])[C:32]1[CH:33]=[CH:34][CH:35]=[CH:36][CH:37]=1. The yield is 0.520. (2) The product is [Cl:1][C:2]1[CH:11]=[C:10]([C:12]#[C:13][C:14]([CH3:16])([CH3:15])[CH3:17])[C:9]([F:18])=[CH:8][C:3]=1[C:4]([OH:6])=[O:5]. The yield is 0.520. The reactants are [Cl:1][C:2]1[CH:11]=[C:10]([C:12]#[C:13][C:14]([CH3:17])([CH3:16])[CH3:15])[C:9]([F:18])=[CH:8][C:3]=1[C:4]([O:6]C)=[O:5].[OH-].[Na+]. The catalyst is CO. (3) The product is [C:51]12([C:45]3[CH:44]=[C:43]([C:67]4[CH:68]=[C:69]5[C:64](=[CH:65][CH:66]=4)[CH:63]=[C:62]([Br:61])[CH:71]=[CH:70]5)[CH:48]=[CH:47][C:46]=3[O:49][CH3:50])[CH2:52][CH:53]3[CH2:54][CH:55]([CH2:56][CH:57]([CH2:59]3)[CH2:58]1)[CH2:60]2. The reactants are [C:51]12([C:45]3[CH:44]=[C:43](B4OB([C:43]5[CH:48]=[CH:47][C:46]([O:49][CH3:50])=[C:45]([C:51]67[CH2:52][CH:53]8[CH2:59][CH:57]([CH2:56][CH:55]([CH2:54]8)[CH2:60]6)[CH2:58]7)[CH:44]=5)OB([C:43]5[CH:48]=[CH:47][C:46]([O:49][CH3:50])=[C:45]([C:51]67[CH2:60][CH:55]8[CH2:56][CH:57]([CH2:59][CH:53]([CH2:54]8)[CH2:52]6)[CH2:58]7)[CH:44]=5)O4)[CH:48]=[CH:47][C:46]=3[O:49][CH3:50])[CH2:52][CH:53]3[CH2:59][CH:57]([CH2:56][CH:55]([CH2:54]3)[CH2:60]1)[CH2:58]2.[Br:61][C:62]1[CH:71]=[CH:70][C:69]2[C:64](=[CH:65][CH:66]=[C:67](Br)[CH:68]=2)[CH:63]=1.[O-]P([O-])([O-])=O.[K+].[K+].[K+].C1COCC1. The catalyst is C1C=CC([P]([Pd]([P](C2C=CC=CC=2)(C2C=CC=CC=2)C2C=CC=CC=2)([P](C2C=CC=CC=2)(C2C=CC=CC=2)C2C=CC=CC=2)[P](C2C=CC=CC=2)(C2C=CC=CC=2)C2C=CC=CC=2)(C2C=CC=CC=2)C2C=CC=CC=2)=CC=1.O. The yield is 0.250. (4) The reactants are [N+:1]([O-:4])(O)=[O:2].S(=O)(=O)(O)O.[CH2:10]([O:12][C:13](=[O:23])[O:14][C:15]1[CH:20]=[CH:19][C:18]([Cl:21])=[CH:17][C:16]=1[CH3:22])[CH3:11]. No catalyst specified. The product is [CH2:10]([O:12][C:13](=[O:23])[O:14][C:15]1[CH:20]=[C:19]([N+:1]([O-:4])=[O:2])[C:18]([Cl:21])=[CH:17][C:16]=1[CH3:22])[CH3:11]. The yield is 0.840. (5) The reactants are C([O:5][C:6](=[O:25])[CH2:7][O:8][C:9]1[CH:13]=[C:12]([C:14](=[O:24])[NH:15][CH2:16][CH2:17][CH2:18][CH2:19][CH2:20][CH2:21][CH2:22][CH3:23])[S:11][CH:10]=1)(C)(C)C.C(O)(C(F)(F)F)=O. The catalyst is C(Cl)Cl. The product is [CH2:16]([NH:15][C:14]([C:12]1[S:11][CH:10]=[C:9]([O:8][CH2:7][C:6]([OH:25])=[O:5])[CH:13]=1)=[O:24])[CH2:17][CH2:18][CH2:19][CH2:20][CH2:21][CH2:22][CH3:23]. The yield is 1.00.